Predict the reaction yield, written as a fraction of the theoretical maximum amount of product (1.0 means a 100% yield; for example, 0.34 means a 34% yield). From a dataset of Reaction yield outcomes from USPTO patents with 853,638 reactions. The reactants are Cl[C:2]1[NH:3][C:4]([C:13]2[CH:18]=[CH:17][CH:16]=[CH:15][CH:14]=2)=[C:5]([F:12])[C:6]=1[C:7]([O:9][CH2:10][CH3:11])=[O:8]. The catalyst is C(O)C.[C].[Pd]. The product is [F:12][C:5]1[C:6]([C:7]([O:9][CH2:10][CH3:11])=[O:8])=[CH:2][NH:3][C:4]=1[C:13]1[CH:18]=[CH:17][CH:16]=[CH:15][CH:14]=1. The yield is 0.380.